From a dataset of Peptide-MHC class I binding affinity with 185,985 pairs from IEDB/IMGT. Regression. Given a peptide amino acid sequence and an MHC pseudo amino acid sequence, predict their binding affinity value. This is MHC class I binding data. (1) The peptide sequence is VTGGVFLVDK. The MHC is HLA-A31:01 with pseudo-sequence HLA-A31:01. The binding affinity (normalized) is 0.0641. (2) The peptide sequence is LLMEACVPKV. The MHC is HLA-A68:02 with pseudo-sequence HLA-A68:02. The binding affinity (normalized) is 0.309. (3) The peptide sequence is FLFMDRDAL. The MHC is HLA-A68:02 with pseudo-sequence HLA-A68:02. The binding affinity (normalized) is 0.343. (4) The peptide sequence is HAVWYVASF. The MHC is HLA-B27:03 with pseudo-sequence HLA-B27:03. The binding affinity (normalized) is 0.0847. (5) The peptide sequence is ELLEMKYALI. The MHC is HLA-A02:01 with pseudo-sequence HLA-A02:01. The binding affinity (normalized) is 0.350. (6) The peptide sequence is YLDSLRDLI. The MHC is Mamu-B01 with pseudo-sequence Mamu-B01. The binding affinity (normalized) is 0.385. (7) The peptide sequence is KKGGDVINY. The MHC is HLA-A02:02 with pseudo-sequence HLA-A02:02. The binding affinity (normalized) is 0.